Predict the reactants needed to synthesize the given product. From a dataset of Full USPTO retrosynthesis dataset with 1.9M reactions from patents (1976-2016). (1) Given the product [F:34][C:19]1[CH:18]=[C:17]([N:13]2[CH2:12][C@H:11]([CH2:10][NH:6][C:7](=[O:9])[CH3:8])[O:15][C:14]2=[O:16])[CH:22]=[CH:21][C:20]=1/[CH:23]=[C:24]1/[C:25](=[O:33])[NH:26][C:27]2[C:32]/1=[CH:31][CH:30]=[CH:29][N:28]=2, predict the reactants needed to synthesize it. The reactants are: COC1C=C(OC)C=CC=1C[N:6]([CH2:10][C@@H:11]1[O:15][C:14](=[O:16])[N:13]([C:17]2[CH:22]=[CH:21][C:20](/[CH:23]=[C:24]3\[C:25](=[O:33])[NH:26][C:27]4[C:32]\3=[CH:31][CH:30]=[CH:29][N:28]=4)=[C:19]([F:34])[CH:18]=2)[CH2:12]1)[C:7](=[O:9])[CH3:8].ClCCl.FC(F)(F)C(O)=O. (2) Given the product [C:5]([N:13]1[C:12]2[C:11](=[CH:10][C:9]([Br:8])=[C:15]([Cl:16])[CH:14]=2)[CH:17]=[N:41]1)(=[O:7])[CH3:6], predict the reactants needed to synthesize it. The reactants are: C(O[C:5](=[O:7])[CH3:6])(=O)C.[Br:8][C:9]1[C:15]([Cl:16])=[CH:14][C:12]([NH2:13])=[C:11]([CH3:17])[CH:10]=1.C([O-])(=O)C.[K+].C1OCCOCCOCCOCCOCCOC1.[N:41](OC(C)(C)C)=O.C(=O)(O)[O-].[Na+]. (3) Given the product [C:22]([C:19]1[CH:20]=[CH:21][C:16]([N:5]2[CH2:6][C@@H:1]3[CH2:7][C@H:4]2[CH2:3][N:2]3[C:8]([O:10][C:11]([CH3:14])([CH3:13])[CH3:12])=[O:9])=[CH:17][CH:18]=1)(=[O:24])[CH3:23], predict the reactants needed to synthesize it. The reactants are: [C@H:1]12[CH2:7][C@H:4]([NH:5][CH2:6]1)[CH2:3][N:2]2[C:8]([O:10][C:11]([CH3:14])([CH3:13])[CH3:12])=[O:9].F[C:16]1[CH:21]=[CH:20][C:19]([C:22](=[O:24])[CH3:23])=[CH:18][CH:17]=1. (4) Given the product [CH2:1]([O:3][C:4]([C:6]1[C:15](=[O:16])[C:14]2[C:9](=[C:10](/[CH:19]=[CH:20]\[CH2:21][C@@H:22]3[C@@H:26]([OH:27])[CH2:25][CH2:24][N:23]3[C:28]([O:30][C:31]([CH3:32])([CH3:33])[CH3:34])=[O:29])[C:11]([F:18])=[C:12]([F:17])[CH:13]=2)[N:8]([CH:35]2[CH2:36][CH2:37]2)[CH:7]=1)=[O:5])[CH3:2], predict the reactants needed to synthesize it. The reactants are: [CH2:1]([O:3][C:4]([C:6]1[C:15](=[O:16])[C:14]2[C:9](=[C:10]([C:19]#[C:20][CH2:21][C@@H:22]3[C@@H:26]([OH:27])[CH2:25][CH2:24][N:23]3[C:28]([O:30][C:31]([CH3:34])([CH3:33])[CH3:32])=[O:29])[C:11]([F:18])=[C:12]([F:17])[CH:13]=2)[N:8]([CH:35]2[CH2:37][CH2:36]2)[CH:7]=1)=[O:5])[CH3:2].N#N.N1C2C(=CC=CC=2)C=CC=1.C(N(CC)CC)C. (5) Given the product [CH3:1][O:2][C:3]1[CH:12]=[CH:11][C:10]2[C:5](=[CH:6][CH:7]=[C:8]([C:13]3[CH:18]=[CH:17][C:16]([O:19][CH3:20])=[CH:15][CH:14]=3)[CH:9]=2)[C:4]=1[CH3:22], predict the reactants needed to synthesize it. The reactants are: [CH3:1][O:2][C:3]1[CH:12]=[CH:11][C:10]2[C:5](=[CH:6][CH:7]=[C:8]([C:13]3[CH:18]=[CH:17][C:16]([O:19][CH3:20])=[CH:15][CH:14]=3)[CH:9]=2)[C:4]=1Br.[CH2:22]([Li])CCC.CN(CCN(C)C)C.IC.